This data is from Forward reaction prediction with 1.9M reactions from USPTO patents (1976-2016). The task is: Predict the product of the given reaction. (1) Given the reactants [CH2:1]([S:4][CH2:5][C:6]1[N:7]=[C:8]([NH:11][C:12](=[O:18])[O:13][C:14]([CH3:17])([CH3:16])[CH3:15])[S:9][CH:10]=1)[CH2:2][CH3:3].[OH:19]OS([O-])=O.[K+].[OH2:25], predict the reaction product. The product is: [CH2:1]([S:4]([CH2:5][C:6]1[N:7]=[C:8]([NH:11][C:12](=[O:18])[O:13][C:14]([CH3:17])([CH3:16])[CH3:15])[S:9][CH:10]=1)(=[O:19])=[O:25])[CH2:2][CH3:3]. (2) Given the reactants [N+:1]([C:4]1[CH:5]=[C:6]2[CH2:22][C:11]3([O:16][C:15]4[CH:17]=[CH:18][CH:19]=[N:20][C:14]=4[NH:13][C:12]3=[S:21])[CH2:10][C:7]2=[N:8][CH:9]=1)([O-])=O.O.[Cl-].[NH4+], predict the reaction product. The product is: [NH2:1][C:4]1[CH:5]=[C:6]2[CH2:22][C:11]3([O:16][C:15]4[CH:17]=[CH:18][CH:19]=[N:20][C:14]=4[NH:13][C:12]3=[S:21])[CH2:10][C:7]2=[N:8][CH:9]=1. (3) Given the reactants C(NC1C=CC(C2C=C3C(CN([C@@H](C(C)C)C(OC)=O)C3=O)=CC=2)=CC=1)(=O)C1C=CC=CC=1.[NH2:34][C:35]1[CH:40]=[CH:39][C:38]([C:41]2[CH:49]=[C:48]3[C:44]([CH2:45][N:46]([C@@H:51]([CH:56]([CH3:58])[CH3:57])[C:52]([O:54][CH3:55])=[O:53])[C:47]3=[O:50])=[CH:43][CH:42]=2)=[CH:37][CH:36]=1.[Cl:59][C:60]1[N:68]=[CH:67][CH:66]=[CH:65][C:61]=1[C:62](Cl)=[O:63], predict the reaction product. The product is: [CH3:55][O:54][C:52](=[O:53])[C@@H:51]([N:46]1[CH2:45][C:44]2[C:48](=[CH:49][C:41]([C:38]3[CH:37]=[CH:36][C:35]([NH:34][C:62](=[O:63])[C:61]4[CH:65]=[CH:66][CH:67]=[N:68][C:60]=4[Cl:59])=[CH:40][CH:39]=3)=[CH:42][CH:43]=2)[C:47]1=[O:50])[CH:56]([CH3:58])[CH3:57]. (4) Given the reactants [F:1][C:2]1[CH:3]=[C:4]([N:16]2[C:24]3[C:19](=[C:20]([OH:27])[CH:21]=[C:22]([C:25]#[N:26])[CH:23]=3)[CH:18]=[CH:17]2)[CH:5]=[CH:6][C:7]=1[O:8]CC1C=CC=CC=1, predict the reaction product. The product is: [F:1][C:2]1[CH:3]=[C:4]([N:16]2[C:24]3[C:19](=[C:20]([OH:27])[CH:21]=[C:22]([C:25]#[N:26])[CH:23]=3)[CH:18]=[CH:17]2)[CH:5]=[CH:6][C:7]=1[OH:8].